This data is from Forward reaction prediction with 1.9M reactions from USPTO patents (1976-2016). The task is: Predict the product of the given reaction. (1) Given the reactants [O:1]=[C:2]1[C:7]([C:14]2[CH:19]=[CH:18][CH:17]=[CH:16][CH:15]=2)([C:8]2[CH:13]=[CH:12][CH:11]=[CH:10][CH:9]=2)[CH2:6][CH2:5][CH2:4][N:3]1[CH2:20][C:21]([OH:23])=O.[NH2:24][CH:25]1[CH2:30][CH2:29][N:28]([C:31]([O:33][C:34]([CH3:37])([CH3:36])[CH3:35])=[O:32])[CH2:27][CH2:26]1.F[P-](F)(F)(F)(F)F.N1(OC(N(C)C)=[N+](C)C)C2N=CC=CC=2N=N1.C(N(C(C)C)CC)(C)C, predict the reaction product. The product is: [O:1]=[C:2]1[C:7]([C:14]2[CH:15]=[CH:16][CH:17]=[CH:18][CH:19]=2)([C:8]2[CH:9]=[CH:10][CH:11]=[CH:12][CH:13]=2)[CH2:6][CH2:5][CH2:4][N:3]1[CH2:20][C:21]([NH:24][CH:25]1[CH2:26][CH2:27][N:28]([C:31]([O:33][C:34]([CH3:37])([CH3:36])[CH3:35])=[O:32])[CH2:29][CH2:30]1)=[O:23]. (2) Given the reactants C([NH:9][C:10]([NH:12][C@@:13]([C:18]1[CH:23]=[C:22]([Br:24])[C:21]([F:25])=[CH:20][C:19]=1[F:26])([CH3:17])[CH2:14][CH2:15]O)=[S:11])(=O)C1C=CC=CC=1.Cl.[OH-].[Na+], predict the reaction product. The product is: [Br:24][C:22]1[C:21]([F:25])=[CH:20][C:19]([F:26])=[C:18]([C@:13]2([CH3:17])[CH2:14][CH2:15][S:11][C:10]([NH2:9])=[N:12]2)[CH:23]=1. (3) Given the reactants C(OC([N:8]1[CH2:13][CH2:12][N:11]([CH2:14][CH:15]([OH:28])[CH2:16][O:17][C:18]2[CH:19]=[CH:20][C:21]3[S:25][C:24]([CH3:26])=[N:23][C:22]=3[CH:27]=2)[CH2:10][CH2:9]1)=O)(C)(C)C, predict the reaction product. The product is: [CH3:26][C:24]1[S:25][C:21]2[CH:20]=[CH:19][C:18]([O:17][CH2:16][C@H:15]([OH:28])[CH2:14][N:11]3[CH2:10][CH2:9][NH:8][CH2:13][CH2:12]3)=[CH:27][C:22]=2[N:23]=1. (4) Given the reactants [CH3:1][N:2]1[CH:6]=[CH:5][N:4]=[C:3]1[CH2:7][NH:8][C:9](=[O:41])[C:10]1[CH:15]=[CH:14][CH:13]=[CH:12][C:11]=1[NH:16][C:17]1[CH:25]=[C:24]2[C:20]([C:21]([CH:32]=[CH:33][C:34]3[CH:39]=[C:38]([CH3:40])[CH:37]=[CH:36][N:35]=3)=[N:22][N:23]2C2CCCCO2)=[CH:19][CH:18]=1.C([Si](C)(C)OCC#CCNC(=O)C1C=CC=CC=1NC1C=C2C(C(C=CC3C=C(C)C=C(C)N=3)=NN2C2CCCCO2)=CC=1)(C)(C)C, predict the reaction product. The product is: [CH3:1][N:2]1[CH:6]=[CH:5][N:4]=[C:3]1[CH2:7][NH:8][C:9](=[O:41])[C:10]1[CH:15]=[CH:14][CH:13]=[CH:12][C:11]=1[NH:16][C:17]1[CH:25]=[C:24]2[C:20]([C:21]([CH:32]=[CH:33][C:34]3[CH:39]=[C:38]([CH3:40])[CH:37]=[CH:36][N:35]=3)=[N:22][NH:23]2)=[CH:19][CH:18]=1. (5) The product is: [C:1]([O:5][C:6]([N:8]1[CH2:13][CH2:12][C@H:11]([O:14][C:15]2[CH:20]=[CH:19][CH:18]=[C:17]([NH:21][C:33](=[O:34])[C:32]3[CH:36]=[CH:37][C:38]([F:40])=[CH:39][C:31]=3[Cl:30])[CH:16]=2)[CH2:10][C@@H:9]1[CH3:22])=[O:7])([CH3:4])([CH3:2])[CH3:3]. Given the reactants [C:1]([O:5][C:6]([N:8]1[CH2:13][CH2:12][C@H:11]([O:14][C:15]2[CH:20]=[CH:19][CH:18]=[C:17]([NH2:21])[CH:16]=2)[CH2:10][C@@H:9]1[CH3:22])=[O:7])([CH3:4])([CH3:3])[CH3:2].C(N(CC)CC)C.[Cl:30][C:31]1[CH:39]=[C:38]([F:40])[CH:37]=[CH:36][C:32]=1[C:33](Cl)=[O:34], predict the reaction product. (6) Given the reactants Cl.[CH3:2][N:3]1[CH2:8][CH2:7][N:6]([C:9]2[CH:14]=[CH:13][C:12]([NH:15][C:16]3[N:17]=[C:18]([O:25][C:26]4[CH:31]=[CH:30][CH:29]=[C:28]([N+:32]([O-])=O)[CH:27]=4)[C:19]4[S:24][CH:23]=[CH:22][C:20]=4[N:21]=3)=[CH:11][CH:10]=2)[CH2:5][CH2:4]1, predict the reaction product. The product is: [NH2:32][C:28]1[CH:27]=[C:26]([CH:31]=[CH:30][CH:29]=1)[O:25][C:18]1[C:19]2[S:24][CH:23]=[CH:22][C:20]=2[N:21]=[C:16]([NH:15][C:12]2[CH:11]=[CH:10][C:9]([N:6]3[CH2:5][CH2:4][N:3]([CH3:2])[CH2:8][CH2:7]3)=[CH:14][CH:13]=2)[N:17]=1. (7) Given the reactants C(OC([N:8]1[C:12]2=[N:13][CH:14]=[C:15]([Br:17])[CH:16]=[C:11]2[C:10]([CH2:18]Br)=[N:9]1)=O)(C)(C)C.Cl.[CH3:21][NH:22][CH3:23], predict the reaction product. The product is: [Br:17][C:15]1[CH:16]=[C:11]2[C:10]([CH2:18][N:22]([CH3:23])[CH3:21])=[N:9][NH:8][C:12]2=[N:13][CH:14]=1. (8) Given the reactants [O:1]1[C:6]2[CH:7]=[CH:8][C:9]([C:11]3[C:12]([C:18](=[O:22])[C:19]([OH:21])=[O:20])=[C:13]([CH3:17])[S:14][C:15]=3[CH3:16])=[CH:10][C:5]=2[CH2:4][CH2:3][CH2:2]1.[CH3:23][Si](C=[N+]=[N-])(C)C.C(OCC)C, predict the reaction product. The product is: [O:1]1[C:6]2[CH:7]=[CH:8][C:9]([C:11]3[C:12]([C:18](=[O:22])[C:19]([O:21][CH3:23])=[O:20])=[C:13]([CH3:17])[S:14][C:15]=3[CH3:16])=[CH:10][C:5]=2[CH2:4][CH2:3][CH2:2]1.